This data is from Forward reaction prediction with 1.9M reactions from USPTO patents (1976-2016). The task is: Predict the product of the given reaction. (1) Given the reactants [CH3:1][C:2]1[CH:7]=[CH:6][CH:5]=[C:4]([CH3:8])[C:3]=1[NH:9][C:10](=[O:18])[CH2:11][N:12]1[CH2:17][CH2:16][NH:15][CH2:14][CH2:13]1.Cl[CH2:20][CH2:21][CH2:22][C:23]([C:25]1[CH:30]=[CH:29][CH:28]=[CH:27][CH:26]=1)=[O:24].C(N(CC)CC)C, predict the reaction product. The product is: [CH3:8][C:4]1[CH:5]=[CH:6][CH:7]=[C:2]([CH3:1])[C:3]=1[NH:9][C:10](=[O:18])[CH2:11][N:12]1[CH2:13][CH2:14][N:15]([CH2:20][CH2:21][CH2:22][C:23](=[O:24])[C:25]2[CH:30]=[CH:29][CH:28]=[CH:27][CH:26]=2)[CH2:16][CH2:17]1. (2) Given the reactants [C:1]([O:5][C:6]([N:8]([CH:20]1[CH2:26][C:25]2[CH:27]=[C:28]([O:31][CH2:32][C:33](O)=[O:34])[CH:29]=[CH:30][C:24]=2[CH2:23][CH2:22][CH2:21]1)[CH2:9][C@H:10]([OH:19])[CH2:11][O:12][C:13]1[CH:18]=[CH:17][CH:16]=[CH:15][CH:14]=1)=[O:7])([CH3:4])([CH3:3])[CH3:2].[CH3:36][NH:37][CH2:38][CH2:39][CH2:40][CH3:41].Cl.CN(C)CCCN=C=NCC.Cl, predict the reaction product. The product is: [CH2:38]([N:37]([CH3:36])[C:33]([CH2:32][O:31][C:28]1[CH:29]=[CH:30][C:24]2[CH2:23][CH2:22][CH2:21][CH:20]([N:8]([CH2:9][C@H:10]([OH:19])[CH2:11][O:12][C:13]3[CH:14]=[CH:15][CH:16]=[CH:17][CH:18]=3)[C:6]([O:5][C:1]([CH3:2])([CH3:3])[CH3:4])=[O:7])[CH2:26][C:25]=2[CH:27]=1)=[O:34])[CH2:39][CH2:40][CH3:41]. (3) Given the reactants [O:1]1[CH2:6][CH2:5][CH:4]([CH2:7][N:8]2[C:16]3[C:11](=[CH:12][C:13]([C:17]([OH:19])=O)=[CH:14][CH:15]=3)[C:10]([C:20]([CH:22]3[C:24]([CH3:26])([CH3:25])[C:23]3([CH3:28])[CH3:27])=[O:21])=[CH:9]2)[CH2:3][CH2:2]1.C(N1C=CN=C1)(N1C=CN=C1)=O.[CH2:41]([NH2:48])[CH2:42][CH2:43][CH2:44][CH2:45][CH2:46][CH3:47], predict the reaction product. The product is: [CH2:41]([NH:48][C:17]([C:13]1[CH:12]=[C:11]2[C:16](=[CH:15][CH:14]=1)[N:8]([CH2:7][CH:4]1[CH2:3][CH2:2][O:1][CH2:6][CH2:5]1)[CH:9]=[C:10]2[C:20]([CH:22]1[C:23]([CH3:27])([CH3:28])[C:24]1([CH3:25])[CH3:26])=[O:21])=[O:19])[CH2:42][CH2:43][CH2:44][CH2:45][CH2:46][CH3:47].